This data is from Forward reaction prediction with 1.9M reactions from USPTO patents (1976-2016). The task is: Predict the product of the given reaction. (1) The product is: [CH2:1]([N:8]([CH2:20][CH2:21][CH2:22][CH2:23][CH2:24][CH3:25])[C:9](=[O:19])[CH2:10][CH2:11][C:12]1[CH:13]=[CH:14][C:15]([O:18][CH2:27][C:28]2[CH:37]=[CH:36][CH:35]=[CH:34][C:29]=2[C:30]([O:32][CH3:33])=[O:31])=[CH:16][CH:17]=1)[C:2]1[CH:3]=[CH:4][CH:5]=[CH:6][CH:7]=1. Given the reactants [CH2:1]([N:8]([CH2:20][CH2:21][CH2:22][CH2:23][CH2:24][CH3:25])[C:9](=[O:19])[CH2:10][CH2:11][C:12]1[CH:17]=[CH:16][C:15]([OH:18])=[CH:14][CH:13]=1)[C:2]1[CH:7]=[CH:6][CH:5]=[CH:4][CH:3]=1.Br[CH2:27][C:28]1[CH:37]=[CH:36][CH:35]=[CH:34][C:29]=1[C:30]([O:32][CH3:33])=[O:31].C(=O)([O-])[O-].[K+].[K+], predict the reaction product. (2) The product is: [C:1]([C:3]1[CH:8]=[CH:7][C:6]([CH:9]2[C:14]([C:15]#[N:17])=[C:13]([CH3:18])[N:12]([C:19]3[CH:24]=[CH:23][CH:22]=[C:21]([C:25]([F:26])([F:28])[F:27])[CH:20]=3)[C:11](=[O:29])[NH:10]2)=[C:5]([S:30]([C:33]2[CH:38]=[CH:37][CH:36]=[CH:35][CH:34]=2)(=[O:31])=[O:32])[CH:4]=1)#[N:2]. Given the reactants [C:1]([C:3]1[CH:8]=[CH:7][C:6]([CH:9]2[C:14]([C:15]([NH2:17])=O)=[C:13]([CH3:18])[N:12]([C:19]3[CH:24]=[CH:23][CH:22]=[C:21]([C:25]([F:28])([F:27])[F:26])[CH:20]=3)[C:11](=[O:29])[NH:10]2)=[C:5]([S:30]([C:33]2[CH:38]=[CH:37][CH:36]=[CH:35][CH:34]=2)(=[O:32])=[O:31])[CH:4]=1)#[N:2].[OH-].COC(NS([N+](CC)(CC)CC)(=O)=O)=O, predict the reaction product.